Task: Predict the reaction yield, written as a fraction of the theoretical maximum amount of product (1.0 means a 100% yield; for example, 0.34 means a 34% yield).. Dataset: Reaction yield outcomes from USPTO patents with 853,638 reactions (1) The catalyst is C(Cl)Cl. The product is [CH:6]1([C@@H:5]([CH2:4][N+:1]([O-:3])=[O:2])[C:18]([C:13]2[CH:14]=[CH:15][CH:16]=[CH:17][N:12]=2)=[O:19])[CH2:11][CH2:10][CH2:9][CH2:8][CH2:7]1. The yield is 0.950. The reactants are [N+:1](/[CH:4]=[CH:5]/[CH:6]1[CH2:11][CH2:10][CH2:9][CH2:8][CH2:7]1)([O-:3])=[O:2].[N:12]1[CH:17]=[CH:16][CH:15]=[CH:14][C:13]=1[CH:18]=[O:19].CCOCC.[Na+].[Cl-]. (2) The reactants are [Cl:1][C:2]1[N:7]=[C:6]([CH2:8][C:9]([C:11]2[CH:12]=[CH:13][C:14]([O:19][CH3:20])=[C:15]([CH:18]=2)[C:16]#[N:17])=O)[CH:5]=[CH:4][N:3]=1.Cl[C:22]1[N:27]=[C:26](/[CH:28]=[C:29](/[C:31]2C=CC(OC)=C(C=2)C#N)\O)C=C[N:23]=1.C1C(=O)N(Br)C(=O)C1.NC1C=CC=CN=1.C([O-])(O)=O.[Na+]. The catalyst is C(Cl)Cl. The product is [Cl:1][C:2]1[N:7]=[C:6]([C:8]2[N:27]3[CH:26]=[CH:28][CH:29]=[CH:31][C:22]3=[N:23][C:9]=2[C:11]2[CH:12]=[CH:13][C:14]([O:19][CH3:20])=[C:15]([CH:18]=2)[C:16]#[N:17])[CH:5]=[CH:4][N:3]=1. The yield is 0.650. (3) The reactants are [OH-].[Na+].[Br:3][C:4]1[CH:5]=[C:6]([C:21]([O:23]C)=[O:22])[CH:7]=[C:8]2[C:13]=1[O:12][C:11]([N:14]1[CH2:19][CH2:18][O:17][CH2:16][CH2:15]1)=[CH:10][C:9]2=[O:20].C1COCC1.Cl. The catalyst is CO.O. The product is [Br:3][C:4]1[CH:5]=[C:6]([C:21]([OH:23])=[O:22])[CH:7]=[C:8]2[C:13]=1[O:12][C:11]([N:14]1[CH2:19][CH2:18][O:17][CH2:16][CH2:15]1)=[CH:10][C:9]2=[O:20]. The yield is 0.910. (4) The reactants are [C:1]([O:4][CH2:5][C:6]1[C:7]([N:21]2[CH2:32][CH2:31][N:30]3[C:23](=[CH:24][C:25]4[CH2:26][C:27]([CH3:34])([CH3:33])[CH2:28][C:29]=43)[C:22]2=[O:35])=[N:8][CH:9]=[CH:10][C:11]=1[C:12]1[CH:17]=[C:16](Br)[C:15](=[O:19])[N:14]([CH3:20])[CH:13]=1)(=[O:3])[CH3:2].Cl.[CH3:37][C:38]1[S:42][N:41]=[C:40]([NH2:43])[CH:39]=1.C([O-])([O-])=O.[Cs+].[Cs+].CC1(C)C2C(=C(P(C3C=CC=CC=3)C3C=CC=CC=3)C=CC=2)OC2C(P(C3C=CC=CC=3)C3C=CC=CC=3)=CC=CC1=2. The catalyst is C1C=CC(/C=C/C(/C=C/C2C=CC=CC=2)=O)=CC=1.C1C=CC(/C=C/C(/C=C/C2C=CC=CC=2)=O)=CC=1.C1C=CC(/C=C/C(/C=C/C2C=CC=CC=2)=O)=CC=1.[Pd].[Pd].O1CCOCC1. The product is [C:1]([O:4][CH2:5][C:6]1[C:7]([N:21]2[CH2:32][CH2:31][N:30]3[C:23](=[CH:24][C:25]4[CH2:26][C:27]([CH3:34])([CH3:33])[CH2:28][C:29]=43)[C:22]2=[O:35])=[N:8][CH:9]=[CH:10][C:11]=1[C:12]1[CH:17]=[C:16]([NH:43][C:40]2[CH:39]=[C:38]([CH3:37])[S:42][N:41]=2)[C:15](=[O:19])[N:14]([CH3:20])[CH:13]=1)(=[O:3])[CH3:2]. The yield is 0.310. (5) The reactants are [CH3:1][C:2]([CH3:22])([CH3:21])[C:3]#[C:4][C:5]1[CH:10]=[C:9]([N+:11]([O-:13])=[O:12])[C:8](F)=[CH:7][C:6]=1[NH:15]C(=O)CCC.[CH3:23][C:24]([O-:27])([CH3:26])[CH3:25].[K+].O. The catalyst is CN(C=O)C. The product is [C:24]([O:27][C:8]1[CH:7]=[C:6]2[C:5]([CH:4]=[C:3]([C:2]([CH3:1])([CH3:21])[CH3:22])[NH:15]2)=[CH:10][C:9]=1[N+:11]([O-:13])=[O:12])([CH3:26])([CH3:25])[CH3:23]. The yield is 0.210.